From a dataset of Forward reaction prediction with 1.9M reactions from USPTO patents (1976-2016). Predict the product of the given reaction. The product is: [CH2:9]([N:6]1[C:7]2[N:8]=[CH:15][NH:1][C:2]=2[C:3](=[O:14])[NH:4][C:5]1=[S:13])[CH:10]([CH3:11])[CH3:12]. Given the reactants [NH2:1][C:2]1[C:3](=[O:14])[NH:4][C:5](=[S:13])[N:6]([CH2:9][CH:10]([CH3:12])[CH3:11])[C:7]=1[NH2:8].[CH:15](O)=O, predict the reaction product.